This data is from Full USPTO retrosynthesis dataset with 1.9M reactions from patents (1976-2016). The task is: Predict the reactants needed to synthesize the given product. (1) Given the product [Cl:1][C:2]1[C:3]([C:11]([CH:13]2[CH2:18][CH2:17][CH2:16][CH2:15][CH2:14]2)=[N:20][OH:21])=[C:4]2[CH:10]=[CH:9][NH:8][C:5]2=[N:6][CH:7]=1, predict the reactants needed to synthesize it. The reactants are: [Cl:1][C:2]1[C:3]([C:11]([CH:13]2[CH2:18][CH2:17][CH2:16][CH2:15][CH2:14]2)=O)=[C:4]2[CH:10]=[CH:9][NH:8][C:5]2=[N:6][CH:7]=1.Cl.[NH2:20][OH:21].C(N(CC)C(C)C)(C)C.CC(O)=O. (2) Given the product [C:9]([C:11]1[C:16]2[N:17]=[C:18]([C:20]([N:22]([CH3:24])[CH3:23])=[O:21])[O:19][C:15]=2[C:14]([N:5]2[CH2:6][CH2:7][C@H:3]([N:2]([CH3:8])[CH3:1])[CH2:4]2)=[C:13]([C:26]2[CH:31]=[CH:30][CH:29]=[CH:28][CH:27]=2)[C:12]=1[CH3:32])#[N:10], predict the reactants needed to synthesize it. The reactants are: [CH3:1][N:2]([CH3:8])[C@H:3]1[CH2:7][CH2:6][NH:5][CH2:4]1.[C:9]([C:11]1[C:16]2[N:17]=[C:18]([C:20]([N:22]([CH3:24])[CH3:23])=[O:21])[O:19][C:15]=2[C:14](F)=[C:13]([C:26]2[CH:31]=[CH:30][CH:29]=[CH:28][CH:27]=2)[C:12]=1[CH3:32])#[N:10].C(N(CC)CC)C. (3) Given the product [F:1][C:2]1[CH:3]=[C:4]([C:8]#[C:9][C:10]2[CH:11]=[CH:12][C:13]([C:14]3[N:15]=[C:22]([C:21]([Cl:32])([Cl:31])[Cl:20])[O:17][N:16]=3)=[CH:18][CH:19]=2)[CH:5]=[CH:6][CH:7]=1, predict the reactants needed to synthesize it. The reactants are: [F:1][C:2]1[CH:3]=[C:4]([C:8]#[C:9][C:10]2[CH:19]=[CH:18][C:13]([C:14](=[N:16][OH:17])[NH2:15])=[CH:12][CH:11]=2)[CH:5]=[CH:6][CH:7]=1.[Cl:20][C:21]([Cl:32])([Cl:31])[C:22](O[C:22](=O)[C:21]([Cl:32])([Cl:31])[Cl:20])=O. (4) The reactants are: [CH2:1]([C:3]1[C:11]2[C:6](=[CH:7][CH:8]=[C:9](/[CH:12]=[C:13](/[C:16](=O)[CH3:17])\[C:14]#[N:15])[CH:10]=2)[NH:5][N:4]=1)[CH3:2].[O:19]1[CH2:23][C:22](=O)[CH2:21][C:20]1=[O:25].C([O-])(=O)C.[NH4+:30]. Given the product [CH2:1]([C:3]1[C:11]2[C:6](=[CH:7][CH:8]=[C:9]([CH:12]3[C:13]([C:14]#[N:15])=[C:16]([CH3:17])[NH:30][C:22]4[CH2:23][O:19][C:20](=[O:25])[C:21]3=4)[CH:10]=2)[NH:5][N:4]=1)[CH3:2], predict the reactants needed to synthesize it. (5) Given the product [Cl:1][C:2]1[CH:3]=[C:4]2[C:8](=[CH:9][C:10]=1[F:11])[NH:7][C:6](=[O:12])[C:5]2([CH2:15][CH2:16][CH2:17][CH2:18][N:30]1[CH2:29][CH2:28][N:27]([C:24]2[CH:23]=[CH:22][C:21]([Cl:20])=[CH:26][CH:25]=2)[CH2:32][CH2:31]1)[CH2:13][CH3:14], predict the reactants needed to synthesize it. The reactants are: [Cl:1][C:2]1[CH:3]=[C:4]2[C:8](=[CH:9][C:10]=1[F:11])[NH:7][C:6](=[O:12])[C:5]2([CH2:15][CH2:16][CH2:17][CH2:18]Cl)[CH2:13][CH3:14].[Cl:20][C:21]1[CH:26]=[CH:25][C:24]([N:27]2[CH2:32][CH2:31][NH:30][CH2:29][CH2:28]2)=[CH:23][CH:22]=1. (6) The reactants are: Cl[CH2:2][C:3]1[CH:21]=[CH:20][C:6]([O:7][CH2:8][C:9]2[N:10]=[C:11]([C:15]3[O:16][CH:17]=[CH:18][CH:19]=3)[O:12][C:13]=2[CH3:14])=[C:5]([O:22][CH3:23])[CH:4]=1.[OH:24][C:25]1[CH:29]=[C:28]([CH2:30][CH2:31][P:32](=[O:39])([O:36][CH2:37][CH3:38])[O:33][CH2:34][CH3:35])[N:27]([C:40]2[CH:45]=[CH:44][CH:43]=[CH:42][CH:41]=2)[N:26]=1.CN(C)C=O.[H-].[Na+]. Given the product [O:16]1[CH:17]=[CH:18][CH:19]=[C:15]1[C:11]1[O:12][C:13]([CH3:14])=[C:9]([CH2:8][O:7][C:6]2[CH:20]=[CH:21][C:3]([CH2:2][O:24][C:25]3[CH:29]=[C:28]([CH2:30][CH2:31][P:32](=[O:39])([O:33][CH2:34][CH3:35])[O:36][CH2:37][CH3:38])[N:27]([C:40]4[CH:45]=[CH:44][CH:43]=[CH:42][CH:41]=4)[N:26]=3)=[CH:4][C:5]=2[O:22][CH3:23])[N:10]=1, predict the reactants needed to synthesize it. (7) Given the product [N:1]1([C:15]([O:17][C:18]2[CH:19]=[CH:20][C:21]([N+:24]([O-:26])=[O:25])=[CH:22][CH:23]=2)=[O:16])[CH2:6][CH2:5][S:4][CH2:3][CH2:2]1, predict the reactants needed to synthesize it. The reactants are: [NH:1]1[CH2:6][CH2:5][S:4][CH2:3][CH2:2]1.C(N(CC)CC)C.Cl[C:15]([O:17][C:18]1[CH:23]=[CH:22][C:21]([N+:24]([O-:26])=[O:25])=[CH:20][CH:19]=1)=[O:16].O.